This data is from Forward reaction prediction with 1.9M reactions from USPTO patents (1976-2016). The task is: Predict the product of the given reaction. (1) Given the reactants [F:1][C:2]1[CH:10]=[CH:9][CH:8]=[C:7]([F:11])[C:3]=1[C:4](Cl)=[O:5].[CH2:12]([NH:14][CH2:15][C:16]([CH2:22][NH:23][C:24]1[CH:32]=[C:31]([CH3:33])[CH:30]=[C:29]2[C:25]=1[CH:26]=[N:27][N:28]2[C:34]1[CH:39]=[CH:38][C:37]([F:40])=[CH:36][CH:35]=1)([OH:21])[C:17]([F:20])([F:19])[F:18])[CH3:13], predict the reaction product. The product is: [CH2:12]([N:14]([CH2:15][C:16]([CH2:22][NH:23][C:24]1[CH:32]=[C:31]([CH3:33])[CH:30]=[C:29]2[C:25]=1[CH:26]=[N:27][N:28]2[C:34]1[CH:35]=[CH:36][C:37]([F:40])=[CH:38][CH:39]=1)([OH:21])[C:17]([F:19])([F:20])[F:18])[C:4](=[O:5])[C:3]1[C:2]([F:1])=[CH:10][CH:9]=[CH:8][C:7]=1[F:11])[CH3:13]. (2) Given the reactants [N:1]1[C:10]2[C:5](=[CH:6][CH:7]=[CH:8][CH:9]=2)[N:4]=[CH:3][C:2]=1[CH:11]=O.[CH:13](C1C=NC=NC=1)=C, predict the reaction product. The product is: [CH:11]([C:2]1[CH:3]=[N:4][C:5]2[C:10](=[CH:9][CH:8]=[CH:7][CH:6]=2)[N:1]=1)=[CH2:13]. (3) Given the reactants [C:1]([C:5]1[O:6][C:7](Br)=[C:8]([C:10]2[CH:15]=[CH:14][C:13]([F:16])=[CH:12][CH:11]=2)[N:9]=1)([CH3:4])([CH3:3])[CH3:2].[CH2:18]([N:22]1[C:26]2[CH:27]=[C:28](Br)[CH:29]=[CH:30][C:25]=2[N:24]=[C:23]1[NH2:32])[CH:19]([CH3:21])[CH3:20].C(=O)([O-])[O-].[Cs+].[Cs+].C1(P(C2C=CC=CC=2)C2C=CC=CC=2)C=CC=CC=1, predict the reaction product. The product is: [CH2:18]([N:22]1[C:26]2[CH:27]=[C:28]([C:7]3[O:6][C:5]([C:1]([CH3:4])([CH3:3])[CH3:2])=[N:9][C:8]=3[C:10]3[CH:15]=[CH:14][C:13]([F:16])=[CH:12][CH:11]=3)[CH:29]=[CH:30][C:25]=2[N:24]=[C:23]1[NH2:32])[CH:19]([CH3:21])[CH3:20]. (4) Given the reactants [Cl:1][C:2]1[C:3]([N:13]2[CH2:18][CH2:17][CH:16]([C:19]([OH:21])=O)[CH2:15][CH2:14]2)=[N:4][CH:5]=[C:6]([C:8]([O:10][CH2:11][CH3:12])=[O:9])[CH:7]=1.CCN=C=NCCCN(C)C.C1C=CC2N(O)N=NC=2C=1.[Cl:43][C:44]1[S:48][C:47]([S:49]([NH2:52])(=[O:51])=[O:50])=[CH:46][CH:45]=1.CCN(C(C)C)C(C)C, predict the reaction product. The product is: [Cl:1][C:2]1[C:3]([N:13]2[CH2:14][CH2:15][CH:16]([C:19]([NH:52][S:49]([C:47]3[S:48][C:44]([Cl:43])=[CH:45][CH:46]=3)(=[O:51])=[O:50])=[O:21])[CH2:17][CH2:18]2)=[N:4][CH:5]=[C:6]([CH:7]=1)[C:8]([O:10][CH2:11][CH3:12])=[O:9]. (5) The product is: [F:1][C:2]1[CH:7]=[CH:6][C:5]([B:8]2[O:12][C:11]([CH3:13])([CH3:14])[C:10]([CH3:16])([CH3:15])[O:9]2)=[CH:4][C:3]=1[O:17][CH2:19][C:20]12[O:26][CH:23]([CH2:24][CH2:25]1)[CH2:22][CH2:21]2. Given the reactants [F:1][C:2]1[CH:7]=[CH:6][C:5]([B:8]2[O:12][C:11]([CH3:14])([CH3:13])[C:10]([CH3:16])([CH3:15])[O:9]2)=[CH:4][C:3]=1[OH:17].I[CH2:19][C:20]12[O:26][CH:23]([CH2:24][CH2:25]1)[CH2:22][CH2:21]2.C([O-])([O-])=O.[K+].[K+], predict the reaction product. (6) Given the reactants [C:1]([C:5]1[CH:10]=[C:9]([C:11]([CH3:14])([CH3:13])[CH3:12])[CH:8]=[CH:7][C:6]=1[OH:15])([CH3:4])([CH3:3])[CH3:2].[CH:16](=O)[C:17]1[CH:22]=[CH:21][CH:20]=[CH:19][CH:18]=1.[CH3:24][NH:25][CH3:26], predict the reaction product. The product is: [C:1]([C:5]1[CH:10]=[C:9]([C:11]([CH3:14])([CH3:13])[CH3:12])[CH:8]=[C:7]([CH:16]([N:25]([CH3:26])[CH3:24])[C:17]2[CH:22]=[CH:21][CH:20]=[CH:19][CH:18]=2)[C:6]=1[OH:15])([CH3:4])([CH3:3])[CH3:2]. (7) The product is: [CH2:29]([O:19][C:18]([C:5]1[C:6]([O:8][CH2:9][CH:10]2[CH2:11][CH2:12][C:13]3([CH2:15][CH2:14]3)[CH2:16][CH2:17]2)=[N:7][C:2]([Cl:1])=[N:3][CH:4]=1)=[O:20])[CH:28]=[CH2:27]. Given the reactants [Cl:1][C:2]1[N:7]=[C:6]([O:8][CH2:9][CH:10]2[CH2:17][CH2:16][C:13]3([CH2:15][CH2:14]3)[CH2:12][CH2:11]2)[C:5]([C:18]([OH:20])=[O:19])=[CH:4][N:3]=1.C([O-])([O-])=O.[K+].[K+].[CH2:27](Br)[CH:28]=[CH2:29], predict the reaction product. (8) Given the reactants [OH:1][C:2]1[CH:7]=[CH:6][CH:5]=[CH:4][N:3]=1.Br[C:9]1[CH:15]=[CH:14][C:12]([NH2:13])=[C:11]([F:16])[CH:10]=1, predict the reaction product. The product is: [NH2:13][C:12]1[CH:14]=[CH:15][C:9]([N:3]2[CH:4]=[CH:5][CH:6]=[CH:7][C:2]2=[O:1])=[CH:10][C:11]=1[F:16].